This data is from HIV replication inhibition screening data with 41,000+ compounds from the AIDS Antiviral Screen. The task is: Binary Classification. Given a drug SMILES string, predict its activity (active/inactive) in a high-throughput screening assay against a specified biological target. (1) The drug is COC(=O)NC(C(F)(F)F)(C(F)(F)F)P1(=O)OCCCO1. The result is 0 (inactive). (2) The compound is CC(C)=C1C(=O)N(c2ccccc2)N(c2ccccc2)C1=O. The result is 0 (inactive). (3) The molecule is COC(=O)C1=CC(=O)C(C(=O)Nc2ccc(OC)cc2)C(c2ccccc2)O1. The result is 0 (inactive). (4) The compound is C=CCNC(=O)NCCCCC(NC(C)=O)C(=O)NCc1ccccc1. The result is 0 (inactive). (5) The molecule is COC(=O)c1cccc(COC(=O)c2cc(C(=CCCC3CCC4(C)C(CCC5C4CCC4(C)C(C(C)CCCC(C)C)CCC54)C3)c3cc(Cl)c(OCc4cccc(C(=O)OC)c4)c(C(=O)OCc4cccc(C(=O)OC)c4)c3)cc(Cl)c2OCc2cccc(C(=O)OC)c2)c1. The result is 0 (inactive). (6) The molecule is COC(=O)C(Cc1ccccc1)NP(=O)(O)OCC1C=CC(n2cc(C)c(=O)[nH]c2=O)O1.N. The result is 1 (active).